This data is from Reaction yield outcomes from USPTO patents with 853,638 reactions. The task is: Predict the reaction yield, written as a fraction of the theoretical maximum amount of product (1.0 means a 100% yield; for example, 0.34 means a 34% yield). (1) The reactants are [C:1]([O:5][C:6](=[O:35])[NH:7][CH2:8][CH2:9][CH2:10][CH2:11][C@H:12]([NH:24][C:25]([O:27][CH2:28][C:29]1[CH:34]=[CH:33][CH:32]=[CH:31][CH:30]=1)=[O:26])[CH:13]([C:15]1[S:16][C:17]2[CH:23]=[CH:22][CH:21]=[CH:20][C:18]=2[N:19]=1)[OH:14])([CH3:4])([CH3:3])[CH3:2].CC(OI1(OC(C)=O)(OC(C)=O)OC(=O)C2C=CC=CC1=2)=O. The catalyst is C(Cl)Cl. The product is [CH2:28]([O:27][C:25](=[O:26])[NH:24][C@H:12]([C:13]([C:15]1[S:16][C:17]2[CH:23]=[CH:22][CH:21]=[CH:20][C:18]=2[N:19]=1)=[O:14])[CH2:11][CH2:10][CH2:9][CH2:8][NH:7][C:6]([O:5][C:1]([CH3:4])([CH3:3])[CH3:2])=[O:35])[C:29]1[CH:34]=[CH:33][CH:32]=[CH:31][CH:30]=1. The yield is 0.402. (2) The reactants are [OH:1][C:2]1[CH:3]=[C:4]([C:8](=[O:13])[CH2:9][CH2:10][CH2:11][CH3:12])[CH:5]=[CH:6][CH:7]=1.C([O-])([O-])=O.[K+].[K+].Cl[CH2:21][CH2:22][O:23][CH2:24][CH2:25][OH:26]. The catalyst is CC(C)=O. The product is [OH:26][CH2:25][CH2:24][O:23][CH2:22][CH2:21][O:1][C:2]1[CH:3]=[C:4]([C:8](=[O:13])[CH2:9][CH2:10][CH2:11][CH3:12])[CH:5]=[CH:6][CH:7]=1. The yield is 0.960. (3) The reactants are [Cl:1][S:2]([OH:5])(=O)=[O:3].[O:6]1[C:10]2[CH:11]=[CH:12][CH:13]=[CH:14][C:9]=2[CH2:8][CH2:7]1. The product is [O:6]1[C:10]2[CH:11]=[CH:12][C:13]([S:2]([Cl:1])(=[O:5])=[O:3])=[CH:14][C:9]=2[CH2:8][CH2:7]1. The yield is 0.230. The catalyst is C(Cl)Cl. (4) The reactants are FC(F)(F)C(O)=O.[NH2:8][C@@H:9]1[CH2:13][C@H:12]([CH:14]([CH3:16])[CH3:15])[N:11]([O:17][CH2:18][C:19]2[CH:24]=[CH:23][CH:22]=[CH:21][CH:20]=2)[C:10]1=[O:25].C(N(CC)CC)C.[F:33][C:34]([F:52])([F:51])[C:35]1[CH:40]=[CH:39][C:38]([C:41]2[CH:46]=[CH:45][C:44]([S:47](Cl)(=[O:49])=[O:48])=[CH:43][CH:42]=2)=[CH:37][CH:36]=1. The catalyst is ClCCl. The product is [CH2:18]([O:17][N:11]1[C@@H:12]([CH:14]([CH3:16])[CH3:15])[CH2:13][C@@H:9]([NH:8][S:47]([C:44]2[CH:43]=[CH:42][C:41]([C:38]3[CH:39]=[CH:40][C:35]([C:34]([F:33])([F:51])[F:52])=[CH:36][CH:37]=3)=[CH:46][CH:45]=2)(=[O:49])=[O:48])[C:10]1=[O:25])[C:19]1[CH:24]=[CH:23][CH:22]=[CH:21][CH:20]=1. The yield is 0.570. (5) The reactants are P(Cl)(Cl)(Cl)=O.[Cl:6][C:7]1[N:8]=[C:9]2[N:13]([CH:14]=1)[N:12]=[C:11]([CH2:15][O:16][CH3:17])[S:10]2.CN(C)[CH:20]=[O:21]. No catalyst specified. The product is [Cl:6][C:7]1[N:8]=[C:9]2[N:13]([C:14]=1[CH:20]=[O:21])[N:12]=[C:11]([CH2:15][O:16][CH3:17])[S:10]2. The yield is 0.790. (6) The reactants are CS(O[CH2:6][C:7]1[CH:11]=[C:10]([C:12]2[C:13]([C:42](=[O:46])[NH:43][CH2:44][CH3:45])=[N:14][O:15][C:16]=2[C:17]2[CH:22]=[C:21]([CH:23]([CH3:25])[CH3:24])[C:20]([O:26][CH2:27][C:28]3[CH:33]=[CH:32][CH:31]=[CH:30][CH:29]=3)=[CH:19][C:18]=2[O:34][CH2:35][C:36]2[CH:41]=[CH:40][CH:39]=[CH:38][CH:37]=2)[O:9][N:8]=1)(=O)=O.[CH3:47][N:48]1[CH2:53][CH2:52][NH:51][CH2:50][CH2:49]1. No catalyst specified. The product is [CH2:35]([O:34][C:18]1[CH:19]=[C:20]([O:26][CH2:27][C:28]2[CH:29]=[CH:30][CH:31]=[CH:32][CH:33]=2)[C:21]([CH:23]([CH3:24])[CH3:25])=[CH:22][C:17]=1[C:16]1[O:15][N:14]=[C:13]([C:42]([NH:43][CH2:44][CH3:45])=[O:46])[C:12]=1[C:10]1[O:9][N:8]=[C:7]([CH2:6][N:51]2[CH2:52][CH2:53][N:48]([CH3:47])[CH2:49][CH2:50]2)[CH:11]=1)[C:36]1[CH:41]=[CH:40][CH:39]=[CH:38][CH:37]=1. The yield is 0.990. (7) The reactants are [CH3:1][C:2](=[O:7])[CH2:3][C:4](=O)[CH3:5].C(=O)([O-])[O-].[K+].[K+].[Br:14][C:15]1[CH:16]=C([CH:20]=[CH:21][CH:22]=1)CBr. The catalyst is C(O)C. The product is [Br:14][C:15]1[CH:16]=[C:5]([CH2:4][CH2:3][C:2](=[O:7])[CH3:1])[CH:20]=[CH:21][CH:22]=1. The yield is 0.580.